Dataset: Forward reaction prediction with 1.9M reactions from USPTO patents (1976-2016). Task: Predict the product of the given reaction. (1) Given the reactants CC(C)([O-])C.[K+].C1COCC1.[CH3:12][C:13]1([CH3:25])[C:17]([CH3:19])([CH3:18])[O:16][B:15]([C:20]2[CH:21]=[N:22][NH:23][CH:24]=2)[O:14]1.Br[CH2:27][C:28]([O:30][C:31]([CH3:34])([CH3:33])[CH3:32])=[O:29], predict the reaction product. The product is: [C:31]([O:30][C:28](=[O:29])[CH2:27][N:23]1[CH:24]=[C:20]([B:15]2[O:16][C:17]([CH3:18])([CH3:19])[C:13]([CH3:25])([CH3:12])[O:14]2)[CH:21]=[N:22]1)([CH3:34])([CH3:33])[CH3:32]. (2) Given the reactants [OH:1][CH2:2][C:3]([CH3:8])([CH3:7])[C:4](=[O:6])[CH3:5].N1C=CC=CC=1.[S:15](Cl)([CH3:18])(=[O:17])=[O:16], predict the reaction product. The product is: [CH3:7][C:3]([CH3:8])([C:4](=[O:6])[CH3:5])[CH2:2][O:1][S:15]([CH3:18])(=[O:17])=[O:16]. (3) Given the reactants CCN(CC)CC.[NH:8]1[C:16]2[C:11](=[CH:12][CH:13]=[CH:14][N:15]=2)[CH:10]=[CH:9]1, predict the reaction product. The product is: [NH:8]1[C:16]2=[N:15][CH:14]=[CH:13][CH:12]=[C:11]2[CH2:10][CH2:9]1. (4) Given the reactants Br[C:2]1[CH:3]=[CH:4][CH:5]=[C:6]2[C:10]=1[N:9]([CH2:11][C:12]1[CH:13]=[C:14]([CH:19]=[CH:20][CH:21]=1)[C:15]([O:17]C)=[O:16])[C:8]([C:22]([F:25])([F:24])[F:23])=[C:7]2[CH2:26][CH2:27][CH2:28][O:29][C:30]1[CH:35]=[C:34]([CH3:36])[C:33]([Cl:37])=[C:32]([CH3:38])[CH:31]=1.[CH3:39][N:40]1[C:44]([CH3:45])=[C:43](B2OC(C)(C)C(C)(C)O2)[C:42]([CH3:55])=[N:41]1, predict the reaction product. The product is: [Cl:37][C:33]1[C:32]([CH3:38])=[CH:31][C:30]([O:29][CH2:28][CH2:27][CH2:26][C:7]2[C:6]3[C:10](=[C:2]([C:43]4[C:42]([CH3:55])=[N:41][N:40]([CH3:39])[C:44]=4[CH3:45])[CH:3]=[CH:4][CH:5]=3)[N:9]([CH2:11][C:12]3[CH:13]=[C:14]([CH:19]=[CH:20][CH:21]=3)[C:15]([OH:17])=[O:16])[C:8]=2[C:22]([F:25])([F:24])[F:23])=[CH:35][C:34]=1[CH3:36]. (5) The product is: [C:14]([C:18]1[CH:24]=[C:22]([NH:23][C:2]([NH2:1])=[S:3])[C:21]([O:25][CH3:26])=[CH:20][CH:19]=1)([CH3:17])([CH3:15])[CH3:16]. Given the reactants [N-:1]=[C:2]=[S:3].[K+].C(Cl)(=O)C1C=CC=CC=1.[C:14]([C:18]1[CH:19]=[CH:20][C:21]([O:25][CH3:26])=[C:22]([CH:24]=1)[NH2:23])([CH3:17])([CH3:16])[CH3:15].[OH-].[K+], predict the reaction product. (6) The product is: [CH3:14][C:15]1([CH3:31])[C:19]([CH3:21])([CH3:20])[O:18][B:17]([C:5]2[CH:4]=[N:3][C:2]([NH2:1])=[N:7][CH:6]=2)[O:16]1. Given the reactants [NH2:1][C:2]1[N:7]=[CH:6][C:5](Br)=[CH:4][N:3]=1.C([O-])(=O)C.[K+].[CH3:14][C:15]1([CH3:31])[C:19]([CH3:21])([CH3:20])[O:18][B:17]([B:17]2[O:18][C:19]([CH3:21])([CH3:20])[C:15]([CH3:31])([CH3:14])[O:16]2)[O:16]1.O1CCOCC1, predict the reaction product. (7) Given the reactants [CH2:1]([NH2:8])[C:2]1[CH:7]=[CH:6][CH:5]=[CH:4][CH:3]=1.[CH2:9]([N:11]1[C:15]2=[N:16][CH:17]=[C:18]([CH:27]=O)[C:19]([NH:20][CH:21]3[CH2:26][CH2:25][O:24][CH2:23][CH2:22]3)=[C:14]2[CH:13]=[N:12]1)[CH3:10], predict the reaction product. The product is: [CH2:9]([N:11]1[C:15]2[N:16]=[CH:17][C:18]([CH:27]=[N:8][CH2:1][C:2]3[CH:7]=[CH:6][CH:5]=[CH:4][CH:3]=3)=[C:19]([NH:20][CH:21]3[CH2:26][CH2:25][O:24][CH2:23][CH2:22]3)[C:14]=2[CH:13]=[N:12]1)[CH3:10].